From a dataset of HIV replication inhibition screening data with 41,000+ compounds from the AIDS Antiviral Screen. Binary Classification. Given a drug SMILES string, predict its activity (active/inactive) in a high-throughput screening assay against a specified biological target. (1) The molecule is NC(=O)C(c1ccccc1)N1CCCCC1. The result is 0 (inactive). (2) The result is 0 (inactive). The compound is CC(=NO)C1CCC2C3CCC4CC(=NO)CCC4(C)C3C(C)(O)CC12C. (3) The compound is O=C(O)c1cccc(C=Cc2ccc(N=Nc3cc(S(=O)(=O)O)c4cccnc4c3O)cc2C(=O)O)c1.[NaH]. The result is 0 (inactive). (4) The drug is N#CC12CC=C(c3ccccc3)N=C1NC(c1ccccc1)=CC2. The result is 0 (inactive). (5) The result is 0 (inactive). The compound is N#CCC(=O)NN=C1C(=O)N(c2cc(Cl)ccc2Cl)C(=O)C(=O)C1c1nc2ccccc2s1. (6) The drug is Cc1cc2c(=O)c3ccc(Cl)cc3[nH]c2c(C(N)=O)c1C. The result is 0 (inactive).